Dataset: Reaction yield outcomes from USPTO patents with 853,638 reactions. Task: Predict the reaction yield, written as a fraction of the theoretical maximum amount of product (1.0 means a 100% yield; for example, 0.34 means a 34% yield). (1) The yield is 0.610. The catalyst is C(O)(=O)C. The product is [CH:8]1([NH:7][C:4]2[NH:3][C:2]([CH3:1])=[N:6][N:5]=2)[CH2:11][CH2:10][CH2:9]1. The reactants are [CH3:1][C:2]1[NH:3][C:4]([NH2:7])=[N:5][N:6]=1.[C:8]1(=O)[CH2:11][CH2:10][CH2:9]1.C([BH3-])#N.[Na+].O. (2) The reactants are [F:1][C:2]1[CH:7]=[CH:6][CH:5]=[C:4]([F:8])[C:3]=1[N:9]1[C:14]2[N:15]=[C:16](S(C)=O)[N:17]=[C:18]([C:19]3[CH:20]=[C:21]([CH:32]=[CH:33][C:34]=3[CH3:35])[C:22]([NH:24][C:25]3[CH:30]=[CH:29][C:28]([F:31])=[CH:27][CH:26]=3)=[O:23])[C:13]=2[CH:12]=[CH:11][C:10]1=[O:39].[CH3:40][N:41]([CH3:46])[CH2:42][CH2:43][NH:44][CH3:45]. The catalyst is C(Cl)Cl. The product is [F:1][C:2]1[CH:7]=[CH:6][CH:5]=[C:4]([F:8])[C:3]=1[N:9]1[C:14]2[N:15]=[C:16]([N:44]([CH2:43][CH2:42][N:41]([CH3:46])[CH3:40])[CH3:45])[N:17]=[C:18]([C:19]3[CH:20]=[C:21]([CH:32]=[CH:33][C:34]=3[CH3:35])[C:22]([NH:24][C:25]3[CH:30]=[CH:29][C:28]([F:31])=[CH:27][CH:26]=3)=[O:23])[C:13]=2[CH:12]=[CH:11][C:10]1=[O:39]. The yield is 0.250. (3) The reactants are [NH2:1][C:2]1[N:3]=[C:4]([SH:18])[C:5]2[N:10]=[C:9]([C:11]3[CH:16]=[CH:15][C:14]([F:17])=[CH:13][CH:12]=3)[S:8][C:6]=2[N:7]=1.[CH2:19](N(CC)CC)C.IC.O. The catalyst is CS(C)=O. The product is [F:17][C:14]1[CH:13]=[CH:12][C:11]([C:9]2[S:8][C:6]3[N:7]=[C:2]([NH2:1])[N:3]=[C:4]([S:18][CH3:19])[C:5]=3[N:10]=2)=[CH:16][CH:15]=1. The yield is 0.600.